From a dataset of NCI-60 drug combinations with 297,098 pairs across 59 cell lines. Regression. Given two drug SMILES strings and cell line genomic features, predict the synergy score measuring deviation from expected non-interaction effect. (1) Drug 1: C1=CC(=C2C(=C1NCCNCCO)C(=O)C3=C(C=CC(=C3C2=O)O)O)NCCNCCO. Drug 2: CC(C1=C(C=CC(=C1Cl)F)Cl)OC2=C(N=CC(=C2)C3=CN(N=C3)C4CCNCC4)N. Cell line: RXF 393. Synergy scores: CSS=17.9, Synergy_ZIP=-10.3, Synergy_Bliss=-2.58, Synergy_Loewe=-12.4, Synergy_HSA=-1.39. (2) Drug 1: C1C(C(OC1N2C=C(C(=O)NC2=O)F)CO)O. Drug 2: CC1C(C(CC(O1)OC2CC(OC(C2O)C)OC3=CC4=CC5=C(C(=O)C(C(C5)C(C(=O)C(C(C)O)O)OC)OC6CC(C(C(O6)C)O)OC7CC(C(C(O7)C)O)OC8CC(C(C(O8)C)O)(C)O)C(=C4C(=C3C)O)O)O)O. Cell line: SK-MEL-28. Synergy scores: CSS=45.5, Synergy_ZIP=-1.65, Synergy_Bliss=0.321, Synergy_Loewe=-4.13, Synergy_HSA=-0.638. (3) Synergy scores: CSS=39.3, Synergy_ZIP=-3.01, Synergy_Bliss=0.0967, Synergy_Loewe=-29.1, Synergy_HSA=2.10. Cell line: SK-MEL-2. Drug 1: C1=CC(=C2C(=C1NCCNCCO)C(=O)C3=C(C=CC(=C3C2=O)O)O)NCCNCCO. Drug 2: C1=CC(=CC=C1CCCC(=O)O)N(CCCl)CCCl. (4) Drug 2: CC(C)(C#N)C1=CC(=CC(=C1)CN2C=NC=N2)C(C)(C)C#N. Synergy scores: CSS=53.4, Synergy_ZIP=-2.51, Synergy_Bliss=-3.27, Synergy_Loewe=-9.86, Synergy_HSA=-1.95. Drug 1: CCC1=CC2CC(C3=C(CN(C2)C1)C4=CC=CC=C4N3)(C5=C(C=C6C(=C5)C78CCN9C7C(C=CC9)(C(C(C8N6C)(C(=O)OC)O)OC(=O)C)CC)OC)C(=O)OC.C(C(C(=O)O)O)(C(=O)O)O. Cell line: SK-MEL-2. (5) Drug 1: CN1C(=O)N2C=NC(=C2N=N1)C(=O)N. Drug 2: CC1C(C(CC(O1)OC2CC(CC3=C2C(=C4C(=C3O)C(=O)C5=C(C4=O)C(=CC=C5)OC)O)(C(=O)CO)O)N)O.Cl. Cell line: MDA-MB-435. Synergy scores: CSS=18.9, Synergy_ZIP=-2.89, Synergy_Bliss=-5.76, Synergy_Loewe=-13.3, Synergy_HSA=-6.33. (6) Drug 1: CN(C)C1=NC(=NC(=N1)N(C)C)N(C)C. Drug 2: CCCS(=O)(=O)NC1=C(C(=C(C=C1)F)C(=O)C2=CNC3=C2C=C(C=N3)C4=CC=C(C=C4)Cl)F. Cell line: U251. Synergy scores: CSS=-0.714, Synergy_ZIP=-0.203, Synergy_Bliss=-0.0134, Synergy_Loewe=-5.86, Synergy_HSA=-2.51.